From a dataset of Full USPTO retrosynthesis dataset with 1.9M reactions from patents (1976-2016). Predict the reactants needed to synthesize the given product. Given the product [C:1]([C:5]1[C:9]([C:10]2[CH:15]=[CH:14][C:13]([S:16]([N:19]([CH3:20])[CH3:21])(=[O:18])=[O:17])=[CH:12][CH:11]=2)([NH:25][OH:24])[C:8](=[O:22])[N:7]([CH3:23])[N:6]=1)([CH3:4])([CH3:2])[CH3:3], predict the reactants needed to synthesize it. The reactants are: [C:1]([C:5]1[C:9]([C:10]2[CH:15]=[CH:14][C:13]([S:16]([N:19]([CH3:21])[CH3:20])(=[O:18])=[O:17])=[CH:12][CH:11]=2)=[C:8]([OH:22])[N:7]([CH3:23])[N:6]=1)([CH3:4])([CH3:3])[CH3:2].[OH:24][NH:25]S(C1C=CC=CC=1S(C)(=O)=O)(=O)=O.C(=O)([O-])[O-].[K+].[K+].C(CN(CC(O)=O)CCN(CCN(CC(O)=O)CC(O)=O)CC(O)=O)(O)=O.